From a dataset of HIV replication inhibition screening data with 41,000+ compounds from the AIDS Antiviral Screen. Binary Classification. Given a drug SMILES string, predict its activity (active/inactive) in a high-throughput screening assay against a specified biological target. (1) The compound is COC(=O)C1=C(C(=O)OC)SC(C(C(=O)OC)=C2SC3=C(CCCC3)S2)S1. The result is 0 (inactive). (2) The compound is CC(NC(=O)C(NC(=O)OC(C)(C)C)C(C)C)C(=O)N1CCCC1C(=O)NCC(=O)NC(C(=O)NCC(=O)O)C(C)C. The result is 0 (inactive). (3) The drug is COc1ccc(OC)c2c3c(ccc12)C1(CCc2c(C)cccc21)OC3=O. The result is 0 (inactive). (4) The molecule is NC(=O)C(=NNC(=O)C[n+]1ccccc1)C1NC(=O)NC1=O.[Cl-]. The result is 0 (inactive). (5) The drug is CN(C)CC(CN(C)C)c1cccc(C(CN(C)C)CN(C)C)n1. The result is 0 (inactive). (6) The compound is CC1(C)NC(=N)NC(=N)N1c1ccc(Cl)c(Cl)c1. The result is 0 (inactive). (7) The compound is N#Cc1c(-c2ccccc2)cc(-c2ccccc2)n(C2OC(CO)C(O)C(O)C2O)c1=S. The result is 0 (inactive). (8) The drug is CC(C)(CO)CNc1nc(N)nc(Cl)c1N. The result is 0 (inactive). (9) The compound is Cc1cn(C2OC(COC(=O)c3ccccc3)C(OC(=O)c3ccccc3)C2I)c(=O)[nH]c1=O. The result is 0 (inactive).